This data is from Reaction yield outcomes from USPTO patents with 853,638 reactions. The task is: Predict the reaction yield, written as a fraction of the theoretical maximum amount of product (1.0 means a 100% yield; for example, 0.34 means a 34% yield). (1) The product is [NH2:18][C:14]1[CH:15]=[CH:16][CH:17]=[C:2]([Cl:1])[C:3]=1[C:4]([NH:6][C:7]1[CH:12]=[CH:11][CH:10]=[CH:9][C:8]=1[F:13])=[O:5]. The reactants are [Cl:1][C:2]1[CH:17]=[CH:16][CH:15]=[C:14]([N+:18]([O-])=O)[C:3]=1[C:4]([NH:6][C:7]1[CH:12]=[CH:11][CH:10]=[CH:9][C:8]=1[F:13])=[O:5].C([O-])=O.[NH4+]. The yield is 0.420. The catalyst is C(O)C.O.[Fe]. (2) The reactants are Cl[C:2]1[CH:7]=[CH:6][N:5]=[C:4]([C:8]([OH:10])=[O:9])[CH:3]=1.[CH2:11]([OH:15])[CH2:12][CH2:13][CH3:14].S(=O)(=O)(O)O. The catalyst is O.[OH-].[Na+]. The product is [CH2:11]([O:15][C:2]1[CH:7]=[CH:6][N:5]=[C:4]([C:8]([O:10][CH2:7][CH2:2][CH2:3][CH3:4])=[O:9])[CH:3]=1)[CH2:12][CH2:13][CH3:14]. The yield is 0.480. (3) The reactants are [Si:1]([O:8][C:9]([CH3:19])([CH3:18])[CH2:10][N:11]1[CH:15]=[C:14](I)[N:13]=[C:12]1[CH3:17])([C:4]([CH3:7])([CH3:6])[CH3:5])([CH3:3])[CH3:2].C([Mg]Br)C.[CH3:24][Sn:25](Cl)([CH3:27])[CH3:26]. The catalyst is C(Cl)Cl. The product is [Si:1]([O:8][C:9]([CH3:19])([CH3:18])[CH2:10][N:11]1[CH:15]=[C:14]([Sn:25]([CH3:27])([CH3:26])[CH3:24])[N:13]=[C:12]1[CH3:17])([C:4]([CH3:7])([CH3:6])[CH3:5])([CH3:3])[CH3:2]. The yield is 0.630. (4) The reactants are Cl[C:2]1[CH:3]=[C:4]([CH:7]=[CH:8][N:9]=1)[C:5]#[N:6].[CH3:10][Al](C)C.Cl. The catalyst is O1CCOCC1.C1C=CC([P]([Pd]([P](C2C=CC=CC=2)(C2C=CC=CC=2)C2C=CC=CC=2)([P](C2C=CC=CC=2)(C2C=CC=CC=2)C2C=CC=CC=2)[P](C2C=CC=CC=2)(C2C=CC=CC=2)C2C=CC=CC=2)(C2C=CC=CC=2)C2C=CC=CC=2)=CC=1. The product is [CH3:10][C:2]1[CH:3]=[C:4]([CH:7]=[CH:8][N:9]=1)[C:5]#[N:6]. The yield is 0.570. (5) The reactants are [CH2:1]([N:3]([CH2:15][CH3:16])[CH2:4][CH2:5][CH2:6][O:7][C:8]1[CH:13]=[CH:12][C:11]([NH2:14])=[CH:10][CH:9]=1)[CH3:2].[CH3:17][C:18]1[CH:26]=[CH:25][CH:24]=[C:23]2[C:19]=1[C:20](=[CH:28]O)[C:21](=[O:27])[NH:22]2. The catalyst is C1COCC1. The product is [CH2:15]([N:3]([CH2:1][CH3:2])[CH2:4][CH2:5][CH2:6][O:7][C:8]1[CH:9]=[CH:10][C:11]([NH:14][CH:28]=[C:20]2[C:19]3[C:23](=[CH:24][CH:25]=[CH:26][C:18]=3[CH3:17])[NH:22][C:21]2=[O:27])=[CH:12][CH:13]=1)[CH3:16]. The yield is 0.520. (6) The reactants are [NH:1]1[C:5]2[CH:6]=[CH:7][CH:8]=[CH:9][C:4]=2[N:3]=[CH:2]1.C(=O)([O-])[O-].[K+].[K+].[Br:16][C:17]1[CH:22]=[C:21]([CH2:23]Br)[CH:20]=[CH:19][C:18]=1[O:25][CH3:26]. The catalyst is CN(C=O)C. The product is [Br:16][C:17]1[CH:22]=[C:21]([CH:20]=[CH:19][C:18]=1[O:25][CH3:26])[CH2:23][N:1]1[C:5]2[CH:6]=[CH:7][CH:8]=[CH:9][C:4]=2[N:3]=[CH:2]1. The yield is 0.480. (7) The reactants are [O:1]1[CH:5]=[CH:4][CH:3]=[C:2]1[C:6]1[C:7]2[NH:15][N:14]=[N:13][C:8]=2[N:9]=[C:10]([NH2:12])[N:11]=1.Br[CH2:17][C:18]([C:20]1[CH:25]=[CH:24][CH:23]=[CH:22][CH:21]=1)=[O:19].C(N(CC)CC)C. The catalyst is CN(C=O)C.O. The product is [NH2:12][C:10]1[N:11]=[C:6]([C:2]2[O:1][CH:5]=[CH:4][CH:3]=2)[C:7]2[N:15]=[N:14][N:13]([CH2:17][C:18]([C:20]3[CH:25]=[CH:24][CH:23]=[CH:22][CH:21]=3)=[O:19])[C:8]=2[N:9]=1. The yield is 0.130.